From a dataset of M1 muscarinic receptor antagonist screen with 61,756 compounds. Binary Classification. Given a drug SMILES string, predict its activity (active/inactive) in a high-throughput screening assay against a specified biological target. (1) The compound is Clc1ccc(NC(=O)C2CC3CCCC(C2)C3=O)cc1. The result is 0 (inactive). (2) The molecule is S(=O)(=O)(CC(=O)N1CCCCC1)c1c2c([nH]c1)cccc2. The result is 0 (inactive). (3) The drug is O1CCN(CCCNc2n3c(nc4c3cccc4)c(c3c2CCC3)C#N)CC1. The result is 0 (inactive). (4) The drug is Brc1c2c(ccc1OCCOCCn1ncnc1)cccc2. The result is 0 (inactive).